This data is from Full USPTO retrosynthesis dataset with 1.9M reactions from patents (1976-2016). The task is: Predict the reactants needed to synthesize the given product. (1) Given the product [Br:1][C:2]1[CH:3]=[C:4]2[C:14](=[CH:15][CH:16]=1)[O:13][C:7]1[CH:8]=[N:9][C:10]([Cl:12])=[CH:11][C:6]=1[C:5]2=[CH:18][CH2:19][O:21][CH3:20], predict the reactants needed to synthesize it. The reactants are: [Br:1][C:2]1[CH:3]=[C:4]2[C:14](=[CH:15][CH:16]=1)[O:13][C:7]1[CH:8]=[N:9][C:10]([Cl:12])=[CH:11][C:6]=1[C:5]2([CH:18]=[CH2:19])O.[CH3:20][OH:21].S(=O)(=O)(O)O. (2) Given the product [CH3:22][O:21][C:18]1[CH:19]=[CH:20][C:15]([CH2:14][N:6]2[C:7]3[C:12](=[CH:11][CH:10]=[CH:9][CH:8]=3)[CH2:13][C:4]3([CH2:2][CH2:3]3)[C:5]2=[O:23])=[CH:16][CH:17]=1, predict the reactants needed to synthesize it. The reactants are: I[CH2:2][CH2:3][CH:4]1[CH2:13][C:12]2[C:7](=[CH:8][CH:9]=[CH:10][CH:11]=2)[N:6]([CH2:14][C:15]2[CH:20]=[CH:19][C:18]([O:21][CH3:22])=[CH:17][CH:16]=2)[C:5]1=[O:23].[Li+].C[Si]([N-][Si](C)(C)C)(C)C. (3) Given the product [N:1]1[CH:6]=[CH:5][CH:4]=[CH:3][C:2]=1[N:7]1[CH2:8][CH2:9][N:10]([CH2:24][C:23]([NH:22][C:19]2[CH:18]=[CH:17][C:16]([O:15][C:14]([F:13])([F:27])[F:28])=[CH:21][CH:20]=2)=[O:26])[CH2:11][CH2:12]1, predict the reactants needed to synthesize it. The reactants are: [N:1]1[CH:6]=[CH:5][CH:4]=[CH:3][C:2]=1[N:7]1[CH2:12][CH2:11][NH:10][CH2:9][CH2:8]1.[F:13][C:14]([F:28])([F:27])[O:15][C:16]1[CH:21]=[CH:20][C:19]([NH:22][C:23](=[O:26])[CH2:24]Cl)=[CH:18][CH:17]=1.C(=O)([O-])[O-].[Na+].[Na+]. (4) The reactants are: C(OC([N:8]1[CH2:11][CH:10]([CH2:12][C:13]2[N:14]([CH3:40])[C:15]3[C:20]([N:21]=2)=[C:19]([N:22]2[CH2:27][CH2:26][O:25][CH2:24][CH2:23]2)[N:18]=[C:17]([N:28]2[C:32]4[CH:33]=[CH:34][CH:35]=[CH:36][C:31]=4[N:30]=[C:29]2[C@@H:37]([OH:39])[CH3:38])[N:16]=3)[CH2:9]1)=O)(C)(C)C.C(O)(C(F)(F)F)=O. Given the product [NH:8]1[CH2:11][CH:10]([CH2:12][C:13]2[N:14]([CH3:40])[C:15]3[C:20]([N:21]=2)=[C:19]([N:22]2[CH2:27][CH2:26][O:25][CH2:24][CH2:23]2)[N:18]=[C:17]([N:28]2[C:32]4[CH:33]=[CH:34][CH:35]=[CH:36][C:31]=4[N:30]=[C:29]2[C@@H:37]([OH:39])[CH3:38])[N:16]=3)[CH2:9]1, predict the reactants needed to synthesize it.